This data is from Reaction yield outcomes from USPTO patents with 853,638 reactions. The task is: Predict the reaction yield, written as a fraction of the theoretical maximum amount of product (1.0 means a 100% yield; for example, 0.34 means a 34% yield). (1) No catalyst specified. The product is [NH2:8][C:9]1[N:14]=[CH:13][C:12]([C:15]2[CH:16]=[CH:17][C:18]3[N:19]([CH:21]=[C:22]([NH:24][C:25](=[O:28])[O:26][CH3:27])[N:23]=3)[CH:20]=2)=[CH:11][C:10]=1[C:29]([F:30])([F:32])[F:31]. The reactants are OC(C(F)(F)F)=O.[NH2:8][C:9]1[N:14]=[CH:13][C:12]([C:15]2[CH:16]=[CH:17][C:18]3[N:19]([CH:21]=[C:22]([NH:24][C:25](=[O:28])[O:26][CH3:27])[N:23]=3)[CH:20]=2)=[CH:11][C:10]=1[C:29]([F:32])([F:31])[F:30].IC1C=CC2N(C=C(NC(=O)[O-])N=2)C=1.IC1C=CC2N(C=C(NC(NC3N=C4C=CC(I)=CN4C=3)=O)N=2)C=1.CC1(C)C(C)(C)OB(C2C=C(C(F)(F)F)C(N)=NC=2)O1. The yield is 0.0800. (2) The reactants are [CH3:1][O:2][C:3]1[CH:8]=[CH:7][C:6]([O:9][CH3:10])=[CH:5][C:4]=1[NH:11][C:12]([CH:14]1[CH2:19][CH2:18][CH2:17][CH2:16][CH2:15]1)=[S:13]. The catalyst is [OH-].[Na+].[Fe-3](C#N)(C#N)(C#N)(C#N)(C#N)C#N.[K+].[K+].[K+]. The product is [CH:14]1([C:12]2[S:13][C:5]3[C:6]([O:9][CH3:10])=[CH:7][CH:8]=[C:3]([O:2][CH3:1])[C:4]=3[N:11]=2)[CH2:19][CH2:18][CH2:17][CH2:16][CH2:15]1. The yield is 0.880. (3) The reactants are [NH:1]1[C:5]2[CH:6]=[CH:7][C:8]([C:10]([OH:12])=O)=[CH:9][C:4]=2[N:3]=[CH:2]1.[CH2:13]([C:20]1[CH:33]=[CH:32][C:23]2[C@@H:24]3[C@H:29]([CH2:30][CH2:31][C:22]=2[CH:21]=1)[NH:28][CH2:27][CH2:26][CH2:25]3)[C:14]1[CH:19]=[CH:18][CH:17]=[CH:16][CH:15]=1.C1(CC2C=CC3[C@@H]4[C@H](CCC=3C=2)NCCC4)CCCCC1. No catalyst specified. The product is [NH:1]1[C:5]2[CH:6]=[CH:7][C:8]([C:10]([N:28]3[C@@H:29]4[C@@H:24]([C:23]5[CH:32]=[CH:33][C:20]([CH2:13][CH:14]6[CH2:15][CH2:16][CH2:17][CH2:18][CH2:19]6)=[CH:21][C:22]=5[CH2:31][CH2:30]4)[CH2:25][CH2:26][CH2:27]3)=[O:12])=[CH:9][C:4]=2[N:3]=[CH:2]1. The yield is 0.500.